From a dataset of NCI-60 drug combinations with 297,098 pairs across 59 cell lines. Regression. Given two drug SMILES strings and cell line genomic features, predict the synergy score measuring deviation from expected non-interaction effect. Drug 1: C1=CC(=CC=C1C#N)C(C2=CC=C(C=C2)C#N)N3C=NC=N3. Drug 2: CCC1(C2=C(COC1=O)C(=O)N3CC4=CC5=C(C=CC(=C5CN(C)C)O)N=C4C3=C2)O.Cl. Cell line: NCI-H226. Synergy scores: CSS=10.8, Synergy_ZIP=-2.29, Synergy_Bliss=-2.07, Synergy_Loewe=-6.08, Synergy_HSA=-2.86.